Dataset: Catalyst prediction with 721,799 reactions and 888 catalyst types from USPTO. Task: Predict which catalyst facilitates the given reaction. (1) Reactant: O=P(Cl)(Cl)[Cl:3].[CH2:6]([O:13][C:14]([N:16]1[CH2:25][CH2:24][C:23]2[C:22](O)=[N:21][C:20]([S:27][CH3:28])=[N:19][C:18]=2[CH2:17]1)=[O:15])[C:7]1[CH:12]=[CH:11][CH:10]=[CH:9][CH:8]=1. Product: [CH2:6]([O:13][C:14]([N:16]1[CH2:25][CH2:24][C:23]2[C:22]([Cl:3])=[N:21][C:20]([S:27][CH3:28])=[N:19][C:18]=2[CH2:17]1)=[O:15])[C:7]1[CH:12]=[CH:11][CH:10]=[CH:9][CH:8]=1. The catalyst class is: 22. (2) Product: [N+:1]([C:4]1[CH:9]=[CH:8][CH:7]=[CH:6][C:5]=1[S:10]([N:13]([CH2:45][C:42]1[CH:41]=[CH:40][C:39](/[N:38]=[CH:37]/[C:34]2[S:35][CH:36]=[C:32]([C:26]3[CH:31]=[CH:30][CH:29]=[CH:28][CH:27]=3)[N:33]=2)=[CH:44][CH:43]=1)[C:14]1[CH:19]=[CH:18][C:17]([CH2:20][CH2:21][C:22]([O:24][CH3:25])=[O:23])=[CH:16][CH:15]=1)(=[O:12])=[O:11])([O-:3])=[O:2]. Reactant: [N+:1]([C:4]1[CH:9]=[CH:8][CH:7]=[CH:6][C:5]=1[S:10]([NH:13][C:14]1[CH:19]=[CH:18][C:17]([CH2:20][CH2:21][C:22]([O:24][CH3:25])=[O:23])=[CH:16][CH:15]=1)(=[O:12])=[O:11])([O-:3])=[O:2].[C:26]1([C:32]2[N:33]=[C:34](/[CH:37]=[N:38]/[C:39]3[CH:44]=[CH:43][C:42]([CH2:45]O)=[CH:41][CH:40]=3)[S:35][CH:36]=2)[CH:31]=[CH:30][CH:29]=[CH:28][CH:27]=1.C1(P(C2C=CC=CC=2)C2C=CC=CC=2)C=CC=CC=1.N(C(OCC)=O)=NC(OCC)=O. The catalyst class is: 7. (3) Reactant: [F:1][C:2]1[C:3]([NH:12][C:13]2([CH3:19])[CH2:17][CH2:16][CH2:15][CH:14]2[NH2:18])=[N:4][CH:5]=[C:6]([C:8]([F:11])([F:10])[F:9])[CH:7]=1.CN1CCOCC1.[B-](F)(F)(F)F.CCOC(C(C#N)=NOC(N(C)C)=[N+](C)C)=O.[N:49]1[CH:54]=[CH:53][CH:52]=[N:51][C:50]=1[C:55]1[C:56]([C:61](O)=[O:62])=[N:57][CH:58]=[CH:59][CH:60]=1. Product: [F:1][C:2]1[C:3]([NH:12][C:13]2([CH3:19])[CH2:17][CH2:16][CH2:15][CH:14]2[NH:18][C:61]([C:56]2[C:55]([C:50]3[N:49]=[CH:54][CH:53]=[CH:52][N:51]=3)=[CH:60][CH:59]=[CH:58][N:57]=2)=[O:62])=[N:4][CH:5]=[C:6]([C:8]([F:11])([F:9])[F:10])[CH:7]=1. The catalyst class is: 291. (4) Reactant: [Li][CH2:2][CH2:3][CH2:4][CH3:5].[NH:6]1[C:14]2[C:9](=CC(C=O)=[CH:12][CH:13]=2)[CH:8]=[CH:7]1. Product: [CH:4]([C:3]1[CH:2]=[C:9]2[C:14](=[CH:13][CH:12]=1)[NH:6][CH:7]=[CH:8]2)=[CH2:5]. The catalyst class is: 307.